Dataset: Full USPTO retrosynthesis dataset with 1.9M reactions from patents (1976-2016). Task: Predict the reactants needed to synthesize the given product. (1) Given the product [CH3:1][N:2]1[CH:10]=[C:9]2[C:4]([CH:5]=[CH:6][CH:7]=[C:8]2[NH:11][C:21]([NH:20][CH2:19][C:18]2[CH:17]=[CH:16][C:15]([O:14][C:13]([F:12])([F:26])[F:25])=[CH:24][CH:23]=2)=[O:22])=[N:3]1, predict the reactants needed to synthesize it. The reactants are: [CH3:1][N:2]1[CH:10]=[C:9]2[C:4]([CH:5]=[CH:6][CH:7]=[C:8]2[NH2:11])=[N:3]1.[F:12][C:13]([F:26])([F:25])[O:14][C:15]1[CH:24]=[CH:23][C:18]([CH2:19][N:20]=[C:21]=[O:22])=[CH:17][CH:16]=1. (2) The reactants are: [CH3:1][O:2][C:3]([C@@H:5]1[C@H:9]([O:10]C(=O)C2C=CC=CC=2)[CH2:8][CH2:7][N:6]1[C:19]([O:21][C:22]([CH3:25])([CH3:24])[CH3:23])=[O:20])=[O:4].[OH-].[K+]. Given the product [CH3:1][O:2][C:3]([C@@H:5]1[C@H:9]([OH:10])[CH2:8][CH2:7][N:6]1[C:19]([O:21][C:22]([CH3:25])([CH3:24])[CH3:23])=[O:20])=[O:4], predict the reactants needed to synthesize it.